Dataset: Catalyst prediction with 721,799 reactions and 888 catalyst types from USPTO. Task: Predict which catalyst facilitates the given reaction. (1) The catalyst class is: 4. Reactant: ClC(OC(=O)OC(Cl)(Cl)Cl)(Cl)Cl.CO[C:15]1[CH:20]=[CH:19][C:18]([N:21]2[CH2:26][CH2:25][CH:24]([NH:27][CH3:28])[CH2:23][CH2:22]2)=[CH:17][CH:16]=1.C(=O)([O-])[O-].[Na+].[Na+]. Product: [CH3:28][NH:27][CH:24]1[CH2:25][CH2:26][N:21]([C:18]2[CH:19]=[CH:20][CH:15]=[CH:16][CH:17]=2)[CH2:22][CH2:23]1. (2) Reactant: [NH2:1][C:2]1[CH:9]=[CH:8][C:5]([C:6]#[N:7])=[C:4]([Cl:10])[CH:3]=1.[CH3:11][CH:12]1[CH2:17][C:16](=[O:18])[O:15][C:14](=[O:19])[CH2:13]1. Product: [Cl:10][C:4]1[CH:3]=[C:2]([NH:1][C:16](=[O:18])[CH2:17][CH:12]([CH3:11])[CH2:13][C:14]([OH:19])=[O:15])[CH:9]=[CH:8][C:5]=1[C:6]#[N:7]. The catalyst class is: 1. (3) Reactant: [CH2:1]([OH:13])[CH2:2][CH2:3][CH2:4][CH2:5][CH2:6][CH2:7][CH2:8][CH2:9][CH2:10][CH2:11][CH3:12].CC(C)=O.C(N(CC)CC)C.[CH3:25][S:26](Cl)(=[O:28])=[O:27]. Product: [CH3:25][S:26]([O:13][CH2:1][CH2:2][CH2:3][CH2:4][CH2:5][CH2:6][CH2:7][CH2:8][CH2:9][CH2:10][CH2:11][CH3:12])(=[O:28])=[O:27]. The catalyst class is: 6. (4) Product: [CH3:15][C:14]([CH3:17])([CH3:16])[C:13]([O:12][C@@H:11]1[C@@H:9]([O:10][C:13](=[O:18])[C:14]([CH3:17])([CH3:16])[CH3:15])[C@H:7]([O:8][C:13](=[O:18])[C:14]([CH3:17])([CH3:16])[CH3:15])[C@@H:5]([CH2:3][O:4][C:13](=[O:18])[C:14]([CH3:17])([CH3:16])[CH3:15])[O:6][C@@H:21]1[Cl:22])=[O:18]. Reactant: O=C[C@@H:3]([C@H:5]([C@@H:7]([C@@H:9]([CH2:11][OH:12])[OH:10])[OH:8])[OH:6])[OH:4].[C:13](Cl)(=[O:18])[C:14]([CH3:17])([CH3:16])[CH3:15].Cl[CH2:21][Cl:22]. The catalyst class is: 530. (5) Reactant: [Cl:1][C:2]1[C:11](Cl)=[N:10][C:9]2[C:4](=[CH:5][CH:6]=[CH:7][CH:8]=2)[N:3]=1.C(=O)([O-])[O-].[NH4+:17].[NH4+].O.C(OCC)(=O)C. Product: [NH2:17][C:11]1[C:2]([Cl:1])=[N:3][C:4]2[C:9](=[CH:8][CH:7]=[CH:6][CH:5]=2)[N:10]=1. The catalyst class is: 9. (6) Reactant: [CH3:1][N:2]([CH3:41])[C:3]1[N:8]=[CH:7][C:6]([C:9]2[CH:14]=[CH:13][C:12]([CH2:15][CH:16]3[C:25]4[C:20](=[CH:21][C:22]([O:26]CC5C=CC=CC=5)=[CH:23][CH:24]=4)[CH2:19][CH2:18][N:17]3[C:34]3[CH:39]=[CH:38][C:37]([F:40])=[CH:36][CH:35]=3)=[CH:11][CH:10]=2)=[CH:5][CH:4]=1.[B-](Br)(Br)(Br)[S+](C)C. Product: [CH3:41][N:2]([CH3:1])[C:3]1[N:8]=[CH:7][C:6]([C:9]2[CH:10]=[CH:11][C:12]([CH2:15][CH:16]3[C:25]4[C:20](=[CH:21][C:22]([OH:26])=[CH:23][CH:24]=4)[CH2:19][CH2:18][N:17]3[C:34]3[CH:39]=[CH:38][C:37]([F:40])=[CH:36][CH:35]=3)=[CH:13][CH:14]=2)=[CH:5][CH:4]=1. The catalyst class is: 4.